Dataset: Full USPTO retrosynthesis dataset with 1.9M reactions from patents (1976-2016). Task: Predict the reactants needed to synthesize the given product. (1) Given the product [Cl:28][C:22]1[CH:23]=[C:24]([Cl:27])[CH:25]=[CH:26][C:21]=1[C:16]1[CH:17]=[C:18]2[C:13](=[CH:14][CH:15]=1)[C:12](=[O:29])[C@H:11]1[C@@H:19]2[CH2:20][NH:8][CH2:9][CH2:10]1, predict the reactants needed to synthesize it. The reactants are: C(OC([N:8]1[CH2:20][CH:19]2[CH:11]([C:12](=[O:29])[C:13]3[C:18]2=[CH:17][C:16]([C:21]2[CH:26]=[CH:25][C:24]([Cl:27])=[CH:23][C:22]=2[Cl:28])=[CH:15][CH:14]=3)[CH2:10][CH2:9]1)=O)(C)(C)C.FC(F)(F)C(O)=O. (2) Given the product [ClH:2].[Cl:2][C:3]1[CH:8]=[CH:7][C:6]([C@H:9]([NH2:12])[CH2:10][CH3:11])=[C:5]([F:19])[C:4]=1[O:20][C:21]1[CH:22]=[CH:23][CH:24]=[CH:25][CH:26]=1, predict the reactants needed to synthesize it. The reactants are: Cl.[Cl:2][C:3]1[CH:8]=[CH:7][C:6]([C@H:9]([NH:12][S@@](C(C)(C)C)=O)[CH2:10][CH3:11])=[C:5]([F:19])[C:4]=1[O:20][C:21]1[CH:26]=[CH:25][CH:24]=[CH:23][CH:22]=1.